This data is from Full USPTO retrosynthesis dataset with 1.9M reactions from patents (1976-2016). The task is: Predict the reactants needed to synthesize the given product. (1) Given the product [C:18]([O:21][C:22]([N:4]1[CH2:5][CH2:6][N:1]([C:7]2[CH:16]=[CH:15][CH:14]=[C:13]3[C:8]=2[CH:9]=[CH:10][N:11]=[CH:12]3)[CH2:2][CH2:3]1)=[O:23])([CH3:20])([CH3:19])[CH3:17], predict the reactants needed to synthesize it. The reactants are: [N:1]1([C:7]2[CH:16]=[CH:15][CH:14]=[C:13]3[C:8]=2[CH:9]=[CH:10][N:11]=[CH:12]3)[CH2:6][CH2:5][NH:4][CH2:3][CH2:2]1.[CH3:17][C:18]([O:21][C:22](O[C:22]([O:21][C:18]([CH3:20])([CH3:19])[CH3:17])=[O:23])=[O:23])([CH3:20])[CH3:19]. (2) The reactants are: [NH2:1][CH2:2][CH2:3][CH2:4][CH2:5][CH2:6][CH2:7][O:8][C:9]1[CH:18]=[CH:17][C:16]2[N:15]=[C:14]([NH2:19])[C:13]3[N:20]=[C:21]([CH2:26][O:27][CH2:28][CH3:29])[N:22]([CH2:23][CH2:24][CH3:25])[C:12]=3[C:11]=2[CH:10]=1.NC1C2N=C(COCC)N(CCC)C=2C2C=C(OCCCCCC[N:58]([CH:62]([CH3:64])[CH3:63])[C:59](N)=[O:60])C=CC=2N=1. Given the product [NH2:19][C:14]1[C:13]2[N:20]=[C:21]([CH2:26][O:27][CH2:28][CH3:29])[N:22]([CH2:23][CH2:24][CH3:25])[C:12]=2[C:11]2[CH:10]=[C:9]([O:8][CH2:7][CH2:6][CH2:5][CH2:4][CH2:3][CH2:2][NH:1][C:59]([NH:58][CH:62]([CH3:64])[CH3:63])=[O:60])[CH:18]=[CH:17][C:16]=2[N:15]=1, predict the reactants needed to synthesize it.